From a dataset of Catalyst prediction with 721,799 reactions and 888 catalyst types from USPTO. Predict which catalyst facilitates the given reaction. (1) Product: [CH3:31][C:25]1[CH:26]=[CH:27][CH:28]=[C:29]([CH3:30])[C:24]=1[CH2:23][O:3][C:4]1[C:5]2[N:6]([C:17]([CH3:21])=[C:18]([CH3:20])[N:19]=2)[CH:7]=[C:8]([N:10]2[CH2:15][CH2:14][CH2:13][CH2:12][C:11]2=[O:16])[CH:9]=1. Reactant: [H-].[Na+].[OH:3][C:4]1[C:5]2[N:6]([C:17]([CH3:21])=[C:18]([CH3:20])[N:19]=2)[CH:7]=[C:8]([N:10]2[CH:15]=[CH:14][CH:13]=[CH:12][C:11]2=[O:16])[CH:9]=1.Cl[CH2:23][C:24]1[C:29]([CH3:30])=[CH:28][CH:27]=[CH:26][C:25]=1[CH3:31]. The catalyst class is: 9. (2) Reactant: [Cl:1][C:2]1[CH:3]=[CH:4][C:5]([N:31]2[CH:35]=[N:34][N:33]=[N:32]2)=[C:6]([C:8]2[CH:16]=[C:15]3[N:11]([C@H:12]([C:17]4[NH:18][C:19]([C:22]5[CH:23]=[C:24]([C:27]([NH2:29])=O)[S:25][CH:26]=5)=[CH:20][N:21]=4)[CH2:13][CH2:14]3)[C:10](=[O:30])[CH:9]=2)[CH:7]=1.CS(Cl)(=O)=O. Product: [Cl:1][C:2]1[CH:3]=[CH:4][C:5]([N:31]2[CH:35]=[N:34][N:33]=[N:32]2)=[C:6]([C:8]2[CH:16]=[C:15]3[N:11]([C@H:12]([C:17]4[NH:18][C:19]([C:22]5[CH:23]=[C:24]([C:27]#[N:29])[S:25][CH:26]=5)=[CH:20][N:21]=4)[CH2:13][CH2:14]3)[C:10](=[O:30])[CH:9]=2)[CH:7]=1. The catalyst class is: 17. (3) Reactant: [NH2:1][C:2]1[C:10]2[C:5](=[CH:6][CH:7]=[C:8]([C:11]3[CH:16]=[C:15]([C:17]4[CH:22]=[CH:21][CH:20]=[CH:19][C:18]=4[O:23][CH2:24][CH:25]([CH3:27])[CH3:26])[NH:14][C:13](=[O:28])[N:12]=3)[CH:9]=2)[NH:4][N:3]=1.C(N(C(C)C)CC)(C)C.[C:38](O)(=[O:41])[CH2:39][CH3:40].CN(C(ON1N=NC2C=CC=NC1=2)=[N+](C)C)C.F[P-](F)(F)(F)(F)F. Product: [CH3:27][CH:25]([CH3:26])[CH2:24][O:23][C:18]1[CH:19]=[CH:20][CH:21]=[CH:22][C:17]=1[C:15]1[NH:14][C:13](=[O:28])[N:12]=[C:11]([C:8]2[CH:9]=[C:10]3[C:5](=[CH:6][CH:7]=2)[NH:4][N:3]=[C:2]3[NH:1][C:38](=[O:41])[CH2:39][CH3:40])[CH:16]=1. The catalyst class is: 44. (4) Reactant: [CH2:1]([C:4]1[CH:9]=[CH:8][C:7]([Cl:10])=[CH:6][CH:5]=1)[CH:2]=[CH2:3].C1C=C(Cl)C=C(C(OO)=[O:19])C=1. Product: [Cl:10][C:7]1[CH:8]=[CH:9][C:4]([CH2:1][CH:2]2[CH2:3][O:19]2)=[CH:5][CH:6]=1. The catalyst class is: 2. (5) Reactant: [NH2:1][C:2]1[CH:10]=[CH:9][C:8]([O:11][CH3:12])=[CH:7][C:3]=1[C:4]([OH:6])=[O:5].Cl[C:14](Cl)([O:16]C(=O)OC(Cl)(Cl)Cl)Cl. Product: [CH3:12][O:11][C:8]1[CH:9]=[CH:10][C:2]2[NH:1][C:14](=[O:16])[O:5][C:4](=[O:6])[C:3]=2[CH:7]=1. The catalyst class is: 1. (6) Reactant: [C:1]([O:4][C@H:5]1[CH2:10][CH2:9][C@H:8]([C:11](=O)[NH:12][CH2:13][C:14]2[C:19]([Cl:20])=[N:18][CH:17]=[CH:16][N:15]=2)[CH2:7][CH2:6]1)(=[O:3])[CH3:2].P(Cl)(Cl)(Cl)=O.CN(C=O)C. Product: [C:1]([O:4][C@H:5]1[CH2:10][CH2:9][C@H:8]([C:11]2[N:15]3[CH:16]=[CH:17][N:18]=[C:19]([Cl:20])[C:14]3=[CH:13][N:12]=2)[CH2:7][CH2:6]1)(=[O:3])[CH3:2]. The catalyst class is: 10. (7) Reactant: COC([C:5]1[C:10]2[N:11]([CH3:14])[N:12]=[N:13][C:9]=2[C:8]([CH:15]=O)=[CH:7][CH:6]=1)=O.Cl.[NH2:18][OH:19].[C:20]([O-:23])(=O)C.[Na+].[CH:25]([OH:28])(C)C. Product: [CH3:14][N:11]1[C:10]2[CH:5]=[C:6]([C:20]([O:28][CH3:25])=[O:23])[CH:7]=[C:8]([CH:15]=[N:18][OH:19])[C:9]=2[N:13]=[N:12]1. The catalyst class is: 6. (8) Reactant: FC(F)(F)C(O)=O.[OH:8][CH2:9][C:10]1[CH:14]=[C:13]([CH2:15][NH:16]C(OC(C)(C)C)=O)[O:12][N:11]=1. Product: [NH3:11].[OH:8][CH2:9][C:10]1[CH:14]=[C:13]([CH2:15][NH2:16])[O:12][N:11]=1. The catalyst class is: 2.